Dataset: Full USPTO retrosynthesis dataset with 1.9M reactions from patents (1976-2016). Task: Predict the reactants needed to synthesize the given product. (1) Given the product [CH3:1][O:2][C:3]1[CH:4]=[C:5]2[C:10](=[CH:11][C:12]=1[O:13][CH3:14])[N:9]=[CH:8][CH:7]=[C:6]2[O:15][C:16]1[CH:22]=[CH:21][C:19]([NH:20][C:29](=[O:35])[O:28][CH2:26][CH2:43][C:37]2[CH:42]=[CH:41][CH:40]=[CH:39][CH:38]=2)=[C:18]([CH3:23])[C:17]=1[CH3:24], predict the reactants needed to synthesize it. The reactants are: [CH3:1][O:2][C:3]1[CH:4]=[C:5]2[C:10](=[CH:11][C:12]=1[O:13][CH3:14])[N:9]=[CH:8][CH:7]=[C:6]2[O:15][C:16]1[CH:22]=[CH:21][C:19]([NH2:20])=[C:18]([CH3:23])[C:17]=1[CH3:24].Cl[C:26](Cl)([O:28][C:29](=[O:35])OC(Cl)(Cl)Cl)Cl.[C:37]1([CH2:43]CO)[CH:42]=[CH:41][CH:40]=[CH:39][CH:38]=1.C(=O)(O)[O-].[Na+]. (2) Given the product [CH3:38][N:21]([C:16]1[CH:17]=[N:18][CH:19]=[CH:20][C:15]=1[C:14]1[NH:10][N:11]=[CH:12][C:13]=1[CH3:39])[C:22](=[O:37])[C:23]1[CH:28]=[C:27]([C:29]([F:31])([F:30])[F:32])[CH:26]=[C:25]([C:33]([F:34])([F:35])[F:36])[CH:24]=1, predict the reactants needed to synthesize it. The reactants are: C(OC[N:10]1[C:14]([C:15]2[CH:20]=[CH:19][N:18]=[CH:17][C:16]=2[N:21]([CH3:38])[C:22](=[O:37])[C:23]2[CH:28]=[C:27]([C:29]([F:32])([F:31])[F:30])[CH:26]=[C:25]([C:33]([F:36])([F:35])[F:34])[CH:24]=2)=[C:13]([CH3:39])[CH:12]=[N:11]1)C1C=CC=CC=1.C(Cl)Cl. (3) Given the product [Cl:24][C:25]1[C:26]([OH:36])=[C:27]([S:32]([N:15]([CH2:14][C:10]2[CH:9]=[C:8]([C:5]3[CH:6]=[CH:7][C:2]([Cl:1])=[CH:3][CH:4]=3)[CH:13]=[CH:12][CH:11]=2)[CH2:16][C:17]2[CH:18]=[CH:19][C:20]([F:23])=[CH:21][CH:22]=2)(=[O:34])=[O:33])[CH:28]=[C:29]([Cl:31])[CH:30]=1, predict the reactants needed to synthesize it. The reactants are: [Cl:1][C:2]1[CH:7]=[CH:6][C:5]([C:8]2[CH:13]=[CH:12][CH:11]=[C:10]([CH2:14][NH:15][CH2:16][C:17]3[CH:22]=[CH:21][C:20]([F:23])=[CH:19][CH:18]=3)[CH:9]=2)=[CH:4][CH:3]=1.[Cl:24][C:25]1[C:26]([OH:36])=[C:27]([S:32](Cl)(=[O:34])=[O:33])[CH:28]=[C:29]([Cl:31])[CH:30]=1. (4) Given the product [CH3:26][N:1]1[CH:6]=[C:5]([C:7]2[C:8]([C:16]3[CH:17]=[CH:18][CH:19]=[CH:20][CH:21]=3)=[N:9][N:10]3[CH:15]=[CH:14][N:13]=[CH:12][C:11]=23)[CH:4]=[CH:3][C:2]1=[O:22], predict the reactants needed to synthesize it. The reactants are: [NH:1]1[CH:6]=[C:5]([C:7]2[C:8]([C:16]3[CH:21]=[CH:20][CH:19]=[CH:18][CH:17]=3)=[N:9][N:10]3[CH:15]=[CH:14][N:13]=[CH:12][C:11]=23)[CH:4]=[CH:3][C:2]1=[O:22].[H-].[Na+].I[CH3:26].[Na+].[Cl-]. (5) Given the product [C:34]([CH2:36][C:37]([NH:2][C:3]1[CH:4]=[N:5][CH:6]=[C:7]([F:24])[C:8]=1[N:9]1[CH2:10][CH2:11][CH:12]([C:15]([N:17]2[CH2:18][CH2:19][N:20]([CH3:23])[CH2:21][CH2:22]2)=[O:16])[CH2:13][CH2:14]1)=[O:38])#[N:35], predict the reactants needed to synthesize it. The reactants are: Cl.[NH2:2][C:3]1[CH:4]=[N:5][CH:6]=[C:7]([F:24])[C:8]=1[N:9]1[CH2:14][CH2:13][CH:12]([C:15]([N:17]2[CH2:22][CH2:21][N:20]([CH3:23])[CH2:19][CH2:18]2)=[O:16])[CH2:11][CH2:10]1.CCN(C(C)C)C(C)C.[C:34]([CH2:36][C:37](O)=[O:38])#[N:35].CCN=C=NCCCN(C)C.